The task is: Regression. Given two drug SMILES strings and cell line genomic features, predict the synergy score measuring deviation from expected non-interaction effect.. This data is from NCI-60 drug combinations with 297,098 pairs across 59 cell lines. (1) Cell line: SK-MEL-5. Synergy scores: CSS=49.2, Synergy_ZIP=16.2, Synergy_Bliss=15.0, Synergy_Loewe=-25.3, Synergy_HSA=12.2. Drug 2: CCC1(CC2CC(C3=C(CCN(C2)C1)C4=CC=CC=C4N3)(C5=C(C=C6C(=C5)C78CCN9C7C(C=CC9)(C(C(C8N6C=O)(C(=O)OC)O)OC(=O)C)CC)OC)C(=O)OC)O.OS(=O)(=O)O. Drug 1: CC1=C(C=C(C=C1)NC2=NC=CC(=N2)N(C)C3=CC4=NN(C(=C4C=C3)C)C)S(=O)(=O)N.Cl. (2) Drug 1: CN1CCC(CC1)COC2=C(C=C3C(=C2)N=CN=C3NC4=C(C=C(C=C4)Br)F)OC. Drug 2: CC12CCC3C(C1CCC2O)C(CC4=C3C=CC(=C4)O)CCCCCCCCCS(=O)CCCC(C(F)(F)F)(F)F. Cell line: TK-10. Synergy scores: CSS=28.3, Synergy_ZIP=2.27, Synergy_Bliss=6.09, Synergy_Loewe=7.06, Synergy_HSA=7.11. (3) Drug 1: CC1=C2C(C(=O)C3(C(CC4C(C3C(C(C2(C)C)(CC1OC(=O)C(C(C5=CC=CC=C5)NC(=O)OC(C)(C)C)O)O)OC(=O)C6=CC=CC=C6)(CO4)OC(=O)C)OC)C)OC. Drug 2: CCC1(CC2CC(C3=C(CCN(C2)C1)C4=CC=CC=C4N3)(C5=C(C=C6C(=C5)C78CCN9C7C(C=CC9)(C(C(C8N6C=O)(C(=O)OC)O)OC(=O)C)CC)OC)C(=O)OC)O.OS(=O)(=O)O. Cell line: HL-60(TB). Synergy scores: CSS=98.0, Synergy_ZIP=22.0, Synergy_Bliss=21.2, Synergy_Loewe=15.9, Synergy_HSA=20.2.